From a dataset of Reaction yield outcomes from USPTO patents with 853,638 reactions. Predict the reaction yield, written as a fraction of the theoretical maximum amount of product (1.0 means a 100% yield; for example, 0.34 means a 34% yield). (1) The catalyst is C(Cl)Cl. The product is [C:38]([NH:41][CH2:42][CH2:43][NH:44][C:34]([CH:16]1[CH:15]([C:11]2[CH:12]=[CH:13][CH:14]=[C:9]([Cl:8])[C:10]=2[F:37])[C:19]([C:22]2[CH:23]=[CH:24][C:25]([Cl:28])=[CH:26][CH:27]=2)([C:20]#[N:21])[CH:18]([CH2:29][C:30]([CH3:33])([CH3:31])[CH3:32])[NH:17]1)=[O:36])(=[O:40])[CH3:39]. The yield is 0.830. The reactants are FC(F)(F)C(O)=O.[Cl:8][C:9]1[C:10]([F:37])=[C:11]([CH:15]2[C:19]([C:22]3[CH:27]=[CH:26][C:25]([Cl:28])=[CH:24][CH:23]=3)([C:20]#[N:21])[CH:18]([CH2:29][C:30]([CH3:33])([CH3:32])[CH3:31])[NH:17][CH:16]2[C:34]([OH:36])=O)[CH:12]=[CH:13][CH:14]=1.[C:38]([NH:41][CH2:42][CH2:43][NH2:44])(=[O:40])[CH3:39].CN(C(ON1N=NC2C=CC=NC1=2)=[N+](C)C)C.F[P-](F)(F)(F)(F)F.CCN(C(C)C)C(C)C. (2) The reactants are C1CCN(CCCN2CC3C4C=CC(F)=CC=4C(NC=3CC2)=O)CC1.[CH2:26]([N:33]1[C:41]2[CH:40]=[CH:39][CH:38]=[C:37]([C:42]([O:44]C)=[O:43])[C:36]=2[C:35]([CH2:46][CH2:47][NH:48][C@@H:49]2[CH:54]3[CH2:55][CH2:56][N:51]([CH2:52][CH2:53]3)[CH2:50]2)=[N:34]1)[C:27]1[CH:32]=[CH:31][CH:30]=[CH:29][CH:28]=1.O.[OH-].[Li+:59]. No catalyst specified. The product is [CH2:26]([N:33]1[C:41]2[CH:40]=[CH:39][CH:38]=[C:37]([C:42]([O-:44])=[O:43])[C:36]=2[C:35]([CH2:46][CH2:47][NH:48][C@@H:49]2[CH:54]3[CH2:55][CH2:56][N:51]([CH2:52][CH2:53]3)[CH2:50]2)=[N:34]1)[C:27]1[CH:28]=[CH:29][CH:30]=[CH:31][CH:32]=1.[Li+:59]. The yield is 1.00. (3) The yield is 0.600. The reactants are [CH2:1]([N:3]1[C:7]([C:8]2[S:9][CH:10]=[CH:11][CH:12]=2)=[N:6][N:5]=[C:4]1[S:13][CH3:14])[CH3:2].OO.[OH-:17].[Na+].C(O)(=[O:21])C. The product is [CH2:1]([N:3]1[C:7]([C:8]2[S:9][CH:10]=[CH:11][CH:12]=2)=[N:6][N:5]=[C:4]1[S:13]([CH3:14])(=[O:21])=[O:17])[CH3:2]. No catalyst specified. (4) The reactants are Br[C:2]1[CH:3]=[C:4]2[C:9](=[CH:10][CH:11]=1)[N:8]([CH3:12])[CH2:7][CH2:6][NH:5]2.[B:13]1([B:13]2[O:17][C:16]([CH3:19])([CH3:18])[C:15]([CH3:21])([CH3:20])[O:14]2)[O:17][C:16]([CH3:19])([CH3:18])[C:15]([CH3:21])([CH3:20])[O:14]1.C([O-])(=O)C.[K+]. The catalyst is O1CCOCC1.O.C1C=CC(/C=C/C(/C=C/C2C=CC=CC=2)=O)=CC=1.C1C=CC(/C=C/C(/C=C/C2C=CC=CC=2)=O)=CC=1.C1C=CC(/C=C/C(/C=C/C2C=CC=CC=2)=O)=CC=1.[Pd].[Pd].C1(P(C2CCCCC2)C2C=CC=CC=2C2C(C(C)C)=CC(C(C)C)=CC=2C(C)C)CCCCC1. The product is [CH3:12][N:8]1[C:9]2[C:4](=[CH:3][C:2]([B:13]3[O:17][C:16]([CH3:19])([CH3:18])[C:15]([CH3:21])([CH3:20])[O:14]3)=[CH:11][CH:10]=2)[NH:5][CH2:6][CH2:7]1. The yield is 1.00.